This data is from Reaction yield outcomes from USPTO patents with 853,638 reactions. The task is: Predict the reaction yield, written as a fraction of the theoretical maximum amount of product (1.0 means a 100% yield; for example, 0.34 means a 34% yield). The reactants are [C-]#N.[Na+].[CH2:4]([CH:6]([CH2:9][CH3:10])[CH:7]=O)[CH3:5].[C:11](=[O:14])([O-])[O-].[NH4+:15].[NH4+:16].[CH2:17]([OH:19])C. The catalyst is O. The product is [CH2:4]([CH:6]([CH:7]1[NH:16][C:17](=[O:19])[NH:15][C:11]1=[O:14])[CH2:9][CH3:10])[CH3:5]. The yield is 0.930.